Predict the product of the given reaction. From a dataset of Forward reaction prediction with 1.9M reactions from USPTO patents (1976-2016). (1) Given the reactants [C:1]([C:3]1[C:4]([N:16]2[CH2:21][CH2:20][CH:19]([C:22]([OH:24])=O)[CH2:18][CH2:17]2)=[N:5][C:6]([O:14][CH3:15])=[C:7]([C:9]([O:11][CH2:12][CH3:13])=[O:10])[CH:8]=1)#[N:2].[F:25][C:26]1[CH:31]=[C:30]([F:32])[CH:29]=[CH:28][C:27]=1[CH2:33][S:34]([NH2:37])(=[O:36])=[O:35], predict the reaction product. The product is: [C:1]([C:3]1[C:4]([N:16]2[CH2:17][CH2:18][CH:19]([C:22](=[O:24])[NH:37][S:34]([CH2:33][C:27]3[CH:28]=[CH:29][C:30]([F:32])=[CH:31][C:26]=3[F:25])(=[O:35])=[O:36])[CH2:20][CH2:21]2)=[N:5][C:6]([O:14][CH3:15])=[C:7]([CH:8]=1)[C:9]([O:11][CH2:12][CH3:13])=[O:10])#[N:2]. (2) Given the reactants II.C1(P(C2C=CC=CC=2)C2C=CC=CC=2)C=CC=CC=1.C1(C)C=CC=CC=1.[CH3:29][O:30][C:31](=[O:54])[CH:32]([C:34]1[N:42]2[C:37]([CH:38]=[CH:39][CH:40]=[CH:41]2)=[C:36]([S:43]([C:46]2[CH:51]=[CH:50][C:49]([Cl:52])=[CH:48][CH:47]=2)(=[O:45])=[O:44])[C:35]=1[CH3:53])O, predict the reaction product. The product is: [CH3:29][O:30][C:31](=[O:54])[CH2:32][C:34]1[N:42]2[C:37]([CH:38]=[CH:39][CH:40]=[CH:41]2)=[C:36]([S:43]([C:46]2[CH:47]=[CH:48][C:49]([Cl:52])=[CH:50][CH:51]=2)(=[O:45])=[O:44])[C:35]=1[CH3:53]. (3) Given the reactants Cl.Cl[CH2:3][CH2:4][NH2:5].[Br:6][C:7]1[CH:8]=[C:9]([CH:11]=[CH:12][CH:13]=1)[NH2:10].C[S:15](C)=[O:16].C([O-])([O-])=[O:19].[K+].[K+], predict the reaction product. The product is: [Br:6][C:7]1[CH:8]=[C:9]([N:10]2[CH2:3][CH2:4][NH:5][S:15]2(=[O:16])=[O:19])[CH:11]=[CH:12][CH:13]=1. (4) The product is: [Cl:44][C:45]1[C:46]([C:79](=[O:89])[N:80]([CH2:85][CH2:86][CH2:87][CH3:88])[CH2:81][CH2:82][CH2:83][CH3:84])=[N:47][N:48]([C:51]2[CH:61]=[CH:60][C:59]([C:62](=[O:78])[NH:63][S:64]([C:67]3[CH:68]=[C:69]4[C:73](=[CH:74][CH:75]=3)[N:72]([CH2:76][CH3:77])[CH2:71][CH2:70]4)(=[O:66])=[O:65])=[CH:58][C:52]=2[C:53]([OH:55])=[O:54])[C:49]=1[CH3:50]. Given the reactants ClC1C(C(=O)N(CCCC)CCCC)=NN(C2C=CC(C(=O)NS(C3C=CC4C(=CC=CC=4)C=3)(=O)=O)=CC=2C(O)=O)C=1C.[Cl:44][C:45]1[C:46]([C:79](=[O:89])[N:80]([CH2:85][CH2:86][CH2:87][CH3:88])[CH2:81][CH2:82][CH2:83][CH3:84])=[N:47][N:48]([C:51]2[CH:61]=[CH:60][C:59]([C:62](=[O:78])[NH:63][S:64]([C:67]3[CH:68]=[C:69]4[C:73](=[CH:74][CH:75]=3)[N:72]([CH2:76][CH3:77])[CH2:71][CH2:70]4)(=[O:66])=[O:65])=[CH:58][C:52]=2[C:53]([O:55]CC)=[O:54])[C:49]=1[CH3:50], predict the reaction product. (5) Given the reactants C1COCC1.[Cl:6][C:7]1[C:8]2[N:9]([C:13]([C@H:16]3[CH2:21][CH2:20][C@H:19]([C:22](OC)=[O:23])[CH2:18][CH2:17]3)=[N:14][CH:15]=2)[CH:10]=[CH:11][N:12]=1.[H-].[H-].[H-].[H-].[Li+].[Al+3], predict the reaction product. The product is: [Cl:6][C:7]1[C:8]2[N:9]([C:13]([C@H:16]3[CH2:17][CH2:18][C@H:19]([CH2:22][OH:23])[CH2:20][CH2:21]3)=[N:14][CH:15]=2)[CH:10]=[CH:11][N:12]=1. (6) Given the reactants [CH2:1]([O:5][CH2:6][CH2:7][O:8][C:9]1[CH:14]=[CH:13][C:12]([C:15]2[CH:16]=[CH:17][C:18]3[N:24]([CH2:25][CH2:26][CH3:27])[CH2:23][CH2:22][C:21]([C:28]([NH:30][C:31]4[CH:36]=[CH:35][C:34]([S:37][CH2:38][C:39]5[N:43]([CH2:44][CH2:45][CH3:46])[N:42]=[N:41][CH:40]=5)=[CH:33][CH:32]=4)=[O:29])=[CH:20][C:19]=3[CH:47]=2)=[CH:11][CH:10]=1)[CH2:2][CH2:3][CH3:4].ClC1C=CC=C(C(OO)=[O:56])C=1.S([O-])([O-])(=O)=S.[Na+].[Na+], predict the reaction product. The product is: [CH2:1]([O:5][CH2:6][CH2:7][O:8][C:9]1[CH:10]=[CH:11][C:12]([C:15]2[CH:16]=[CH:17][C:18]3[N:24]([CH2:25][CH2:26][CH3:27])[CH2:23][CH2:22][C:21]([C:28]([NH:30][C:31]4[CH:32]=[CH:33][C:34]([S:37]([CH2:38][C:39]5[N:43]([CH2:44][CH2:45][CH3:46])[N:42]=[N:41][CH:40]=5)=[O:56])=[CH:35][CH:36]=4)=[O:29])=[CH:20][C:19]=3[CH:47]=2)=[CH:13][CH:14]=1)[CH2:2][CH2:3][CH3:4]. (7) Given the reactants CCN(C(C)C)C(C)C.[Br:10][C:11]1[CH:16]=[CH:15][C:14]([C:17]([F:20])([F:19])[F:18])=[CH:13][C:12]=1[C@@H:21]([NH2:26])[CH2:22][CH2:23][CH:24]=[CH2:25].Cl[C:28]([O:30][CH2:31][C:32]1[CH:37]=[CH:36][CH:35]=[CH:34][CH:33]=1)=[O:29], predict the reaction product. The product is: [Br:10][C:11]1[CH:16]=[CH:15][C:14]([C:17]([F:19])([F:20])[F:18])=[CH:13][C:12]=1[C@@H:21]([NH:26][C:28](=[O:29])[O:30][CH2:31][C:32]1[CH:37]=[CH:36][CH:35]=[CH:34][CH:33]=1)[CH2:22][CH2:23][CH:24]=[CH2:25].